From a dataset of Drug-target binding data from BindingDB using IC50 measurements. Regression. Given a target protein amino acid sequence and a drug SMILES string, predict the binding affinity score between them. We predict pIC50 (pIC50 = -log10(IC50 in M); higher means more potent). Dataset: bindingdb_ic50. (1) The small molecule is O=C(CBr)c1ccc(Br)cc1. The target is XTSFAESXKPVQQPSAFGS. The pIC50 is 6.3. (2) The small molecule is Cn1c(/C=C/C(=O)NO)ccc1C(=O)c1ccccc1. The target protein (Q969S8) has sequence MGTALVYHEDMTATRLLWDDPECEIERPERLTAALDRLRQRGLEQRCLRLSAREASEEELGLVHSPEYVSLVRETQVLGKEELQALSGQFDAIYFHPSTFHCARLAAGAGLQLVDAVLTGAVQNGLALVRPPGHHGQRAAANGFCVFNNVAIAAAHAKQKHGLHRILVVDWDVHHGQGIQYLFEDDPSVLYFSWHRYEHGRFWPFLRESDADAVGRGQGLGFTVNLPWNQVGMGNADYVAAFLHLLLPLAFEFDPELVLVSAGFDSAIGDPEGQMQATPECFAHLTQLLQVLAGGRVCAVLEGGYHLESLAESVCMTVQTLLGDPAPPLSGPMAPCQSALESIQSARAAQAPHWKSLQQQDVTAVPMSPSSHSPEGRPPPLLPGGPVCKAAASAPSSLLDQPCLCPAPSVRTAVALTTPDITLVLPPDVIQQEASALREETEAWARPHESLAREEALTALGKLLYLLDGMLDGQVNSGIAATPASAAAATLDVAVRRGLS.... The pIC50 is 6.5.